From a dataset of Drug-target binding data from BindingDB using IC50 measurements. Regression. Given a target protein amino acid sequence and a drug SMILES string, predict the binding affinity score between them. We predict pIC50 (pIC50 = -log10(IC50 in M); higher means more potent). Dataset: bindingdb_ic50. The small molecule is C[C@@]1(N)[C@H](O)[C@@H](COP(=O)([O-])OP(=O)([O-])OP(=O)([O-])[O-])O[C@H]1c1cnc2c(N)ncnn12. The target protein sequence is SMSYTWTGALITPCAAEESKLPINALSNSLLRHHNMVYATTSRSAGLRQKKVTFDRLQVLDDHYRDVLKEMKAKASTVKAKLLSVEEACKLTPPHSAKSKFGYGAKDVRNLSSKAVNHIHSVWKDLLEDTVTPIDTTIMAKNEVFCVQPEKGGRKPARLIVFPDLGVRVCEKMALYDVVSTLPQVVMGSSYGFQYSPGQRVEFLVNTWKSKKNPMGFSYDTRCFDSTVTENDIRVEESIYQCCDLAPEARQAIKSLTERLYIGGPLTNSKGQNCGYRRCRASGVLTTSCGNTLTCYLKASAACRAAKLQDCTMLVNGDDLVVICESAGTQEDAASLRVFTEAMTRYSAPPGDPPQPEYDLELITSCSSNVSVAHDASGKRVYYLTRDPTTPLARAAWETARHTPVNSWLGNIIMYAPTLWARMILMTHFFSILLAQEQLEKALDCQIYGACYSIEPLDLPQIIERLHGLSAFSLHSYSPGEINRVASCLRKLGVPPLRVW.... The pIC50 is 5.2.